This data is from NCI-60 drug combinations with 297,098 pairs across 59 cell lines. The task is: Regression. Given two drug SMILES strings and cell line genomic features, predict the synergy score measuring deviation from expected non-interaction effect. (1) Drug 1: C1=CN(C=N1)CC(O)(P(=O)(O)O)P(=O)(O)O. Drug 2: B(C(CC(C)C)NC(=O)C(CC1=CC=CC=C1)NC(=O)C2=NC=CN=C2)(O)O. Cell line: SW-620. Synergy scores: CSS=20.4, Synergy_ZIP=-0.463, Synergy_Bliss=-1.56, Synergy_Loewe=-27.0, Synergy_HSA=-1.74. (2) Drug 1: C1=NC2=C(N=C(N=C2N1C3C(C(C(O3)CO)O)O)F)N. Drug 2: CC12CCC3C(C1CCC2OP(=O)(O)O)CCC4=C3C=CC(=C4)OC(=O)N(CCCl)CCCl.[Na+]. Cell line: HCT-15. Synergy scores: CSS=14.2, Synergy_ZIP=0.438, Synergy_Bliss=-6.01, Synergy_Loewe=-5.70, Synergy_HSA=-13.0. (3) Synergy scores: CSS=15.7, Synergy_ZIP=-4.71, Synergy_Bliss=-3.11, Synergy_Loewe=-7.85, Synergy_HSA=-2.90. Drug 2: C1C(C(OC1N2C=NC3=C2NC=NCC3O)CO)O. Cell line: UACC-257. Drug 1: C1C(C(OC1N2C=NC3=C(N=C(N=C32)Cl)N)CO)O. (4) Drug 1: C1=CC=C(C(=C1)C(C2=CC=C(C=C2)Cl)C(Cl)Cl)Cl. Drug 2: C1CN(CCN1C(=O)CCBr)C(=O)CCBr. Cell line: CAKI-1. Synergy scores: CSS=18.7, Synergy_ZIP=6.81, Synergy_Bliss=12.8, Synergy_Loewe=-5.40, Synergy_HSA=0.863. (5) Drug 1: CCCS(=O)(=O)NC1=C(C(=C(C=C1)F)C(=O)C2=CNC3=C2C=C(C=N3)C4=CC=C(C=C4)Cl)F. Drug 2: CC1=CC2C(CCC3(C2CCC3(C(=O)C)OC(=O)C)C)C4(C1=CC(=O)CC4)C. Cell line: HCT116. Synergy scores: CSS=-3.40, Synergy_ZIP=-0.261, Synergy_Bliss=-4.57, Synergy_Loewe=-6.94, Synergy_HSA=-6.33.